Dataset: Forward reaction prediction with 1.9M reactions from USPTO patents (1976-2016). Task: Predict the product of the given reaction. (1) Given the reactants Br[C:2]1[CH:3]=[C:4]([O:10]C)[C:5]([O:8]C)=[N:6][CH:7]=1.[C:12]([C:16]1[CH:17]=[C:18](B(O)O)[CH:19]=[CH:20][CH:21]=1)([O:14]C)=[O:13].C([O-])([O-])=O.[K+].[K+], predict the reaction product. The product is: [OH:10][C:4]1[C:5](=[O:8])[NH:6][CH:7]=[C:2]([C:20]2[CH:21]=[C:16]([CH:17]=[CH:18][CH:19]=2)[C:12]([OH:14])=[O:13])[CH:3]=1. (2) Given the reactants [F:1][C:2]1[CH:39]=[CH:38][CH:37]=[C:36]([F:40])[C:3]=1[CH2:4][O:5][C:6]1[C:7]2[N:8]([C:12]([C:16]([NH:18][C:19]34[CH2:25][CH:24]3[CH2:23][CH2:22][N:21](C(OCC3C=CC=CC=3)=O)[CH2:20]4)=[O:17])=[C:13]([CH3:15])[N:14]=2)[CH:9]=[CH:10][CH:11]=1, predict the reaction product. The product is: [C:19]12([NH:18][C:16]([C:12]3[N:8]4[CH:9]=[CH:10][CH:11]=[C:6]([O:5][CH2:4][C:3]5[C:2]([F:1])=[CH:39][CH:38]=[CH:37][C:36]=5[F:40])[C:7]4=[N:14][C:13]=3[CH3:15])=[O:17])[CH2:25][CH:24]1[CH2:23][CH2:22][NH:21][CH2:20]2. (3) Given the reactants Cl[CH2:2][CH2:3][C@H:4]([C:6]1[CH:11]=[CH:10][CH:9]=[CH:8][CH:7]=1)[OH:5].[CH3:12][CH:13]([CH3:29])[C:14]([NH:16][C:17]1[CH:22]=[CH:21][CH:20]=[C:19]([CH:23]2[CH2:28][CH2:27][NH:26][CH2:25][CH2:24]2)[CH:18]=1)=[O:15].C(N(C(C)C)CC)(C)C.O1CCOCC1, predict the reaction product. The product is: [OH:5][C@@H:4]([C:6]1[CH:11]=[CH:10][CH:9]=[CH:8][CH:7]=1)[CH2:3][CH2:2][N:26]1[CH2:27][CH2:28][CH:23]([C:19]2[CH:18]=[C:17]([NH:16][C:14](=[O:15])[CH:13]([CH3:12])[CH3:29])[CH:22]=[CH:21][CH:20]=2)[CH2:24][CH2:25]1. (4) Given the reactants [Cl:1][C:2]1[CH:7]=[CH:6][C:5]([Cl:8])=[CH:4][C:3]=1I.C([Mg]Cl)(C)C.[Cl-].[Li+].[C:17]([N:20]1[CH2:28][CH2:27][CH:23]([C:24](Cl)=[O:25])[CH2:22][CH2:21]1)(=[O:19])[CH3:18], predict the reaction product. The product is: [Cl:1][C:2]1[CH:7]=[CH:6][C:5]([Cl:8])=[CH:4][C:3]=1[C:24]([CH:23]1[CH2:22][CH2:21][N:20]([C:17](=[O:19])[CH3:18])[CH2:28][CH2:27]1)=[O:25]. (5) The product is: [CH:26]1([NH:25][C:23]([C:18]2[CH:17]=[C:16]([C:13]3[CH:12]=[CH:11][C:10]([C:8]4[O:9][C:5]([CH2:4][CH:37]5[CH2:39][CH2:38]5)=[N:6][N:7]=4)=[CH:15][CH:14]=3)[C:21]([CH3:22])=[CH:20][CH:19]=2)=[O:24])[CH2:28][CH2:27]1. Given the reactants N([CH2:4][C:5]1[O:9][C:8]([C:10]2[CH:15]=[CH:14][C:13]([C:16]3[C:21]([CH3:22])=[CH:20][CH:19]=[C:18]([C:23]([NH:25][CH:26]4[CH2:28][CH2:27]4)=[O:24])[CH:17]=3)=[CH:12][CH:11]=2)=[N:7][N:6]=1)=[N+]=[N-].C(N(CC)CC)C.Cl.[CH:37]1(CC(=N)OCC)[CH2:39][CH2:38]1, predict the reaction product. (6) Given the reactants Br[C:2]1[CH:7]=[CH:6][N:5]=[C:4]([C:8]([F:11])([F:10])[F:9])[CH:3]=1.P([O-])([O-])([O-])=O.[K+].[K+].[K+].N1C=CC=CC=1C(O)=O.[NH2:29][C:30]1[C:35]([C:36]2[CH:41]=[CH:40][C:39]([OH:42])=[CH:38][CH:37]=2)=[CH:34][C:33]([Cl:43])=[CH:32][N:31]=1.[NH4+].[Cl-], predict the reaction product. The product is: [Cl:43][C:33]1[CH:34]=[C:35]([C:36]2[CH:41]=[CH:40][C:39]([O:42][C:2]3[CH:7]=[CH:6][N:5]=[C:4]([C:8]([F:11])([F:10])[F:9])[CH:3]=3)=[CH:38][CH:37]=2)[CH:30]([NH2:29])[NH:31][CH:32]=1. (7) Given the reactants [F:1][C:2]1[CH:3]=[C:4]([C:20]2[C:21]([C:26]#[N:27])=[CH:22][CH:23]=[CH:24][CH:25]=2)[CH:5]=[CH:6][C:7]=1[CH2:8][C:9]1[C:14](=[O:15])[NH:13][C:12]([CH3:16])=[N:11][C:10]=1[CH2:17][CH2:18][CH3:19].[CH3:28][O:29][C:30]1[CH:35]=[CH:34][C:33](B(O)O)=[CH:32][CH:31]=1.C(N(CC)CC)C.N1C=CC=CC=1, predict the reaction product. The product is: [F:1][C:2]1[CH:3]=[C:4]([C:20]2[C:21]([C:26]#[N:27])=[CH:22][CH:23]=[CH:24][CH:25]=2)[CH:5]=[CH:6][C:7]=1[CH2:8][C:9]1[C:14](=[O:15])[N:13]([C:33]2[CH:34]=[CH:35][C:30]([O:29][CH3:28])=[CH:31][CH:32]=2)[C:12]([CH3:16])=[N:11][C:10]=1[CH2:17][CH2:18][CH3:19]. (8) Given the reactants Cl[C:2]1[N:7]=[C:6]([C:8]2[CH:13]=[CH:12][CH:11]=[CH:10][CH:9]=2)[N:5]=[C:4]([C:14]([NH:16][C:17]2[CH:22]=[CH:21][CH:20]=[CH:19][C:18]=2[C:23]2[O:24][C:25]([CH3:28])=[CH:26][N:27]=2)=[O:15])[CH:3]=1.[CH3:29][N:30]([CH3:34])[CH2:31][CH2:32][NH2:33], predict the reaction product. The product is: [CH3:29][N:30]([CH3:34])[CH2:31][CH2:32][NH:33][C:2]1[N:7]=[C:6]([C:8]2[CH:13]=[CH:12][CH:11]=[CH:10][CH:9]=2)[N:5]=[C:4]([C:14]([NH:16][C:17]2[CH:22]=[CH:21][CH:20]=[CH:19][C:18]=2[C:23]2[O:24][C:25]([CH3:28])=[CH:26][N:27]=2)=[O:15])[CH:3]=1. (9) Given the reactants [OH-].[Li+].[Br:3][C:4]1[N:5]([C:15]2[C:24]3[C:19](=[CH:20][CH:21]=[CH:22][CH:23]=3)[C:18]([CH:25]3[CH2:27][CH2:26]3)=[CH:17][CH:16]=2)[C:6]([S:9][CH2:10][C:11]([O:13]C)=[O:12])=[N:7][N:8]=1.C1COCC1.Cl, predict the reaction product. The product is: [Br:3][C:4]1[N:5]([C:15]2[C:24]3[C:19](=[CH:20][CH:21]=[CH:22][CH:23]=3)[C:18]([CH:25]3[CH2:27][CH2:26]3)=[CH:17][CH:16]=2)[C:6]([S:9][CH2:10][C:11]([OH:13])=[O:12])=[N:7][N:8]=1. (10) Given the reactants [CH:1]1([C:7]2[N:11]([CH2:12][C:13]3[CH:22]=[CH:21][C:16]([C:17]([O:19]C)=[O:18])=[CH:15][CH:14]=3)[N:10]=[C:9]([C:23]3[CH:28]=[CH:27][C:26]([O:29][C:30]([F:33])([F:32])[F:31])=[CH:25][CH:24]=3)[CH:8]=2)[CH2:6][CH2:5][CH2:4][CH2:3][CH2:2]1.[OH-].[Na+], predict the reaction product. The product is: [CH:1]1([C:7]2[N:11]([CH2:12][C:13]3[CH:22]=[CH:21][C:16]([C:17]([OH:19])=[O:18])=[CH:15][CH:14]=3)[N:10]=[C:9]([C:23]3[CH:24]=[CH:25][C:26]([O:29][C:30]([F:32])([F:33])[F:31])=[CH:27][CH:28]=3)[CH:8]=2)[CH2:6][CH2:5][CH2:4][CH2:3][CH2:2]1.